From a dataset of Blood-brain barrier penetration binary classification data from Martins et al.. Regression/Classification. Given a drug SMILES string, predict its absorption, distribution, metabolism, or excretion properties. Task type varies by dataset: regression for continuous measurements (e.g., permeability, clearance, half-life) or binary classification for categorical outcomes (e.g., BBB penetration, CYP inhibition). Dataset: bbb_martins. (1) The molecule is CN1CCN(C2=Nc3cscc3/C(=C/C#N)c3cscc32)CC1. The result is 1 (penetrates BBB). (2) The molecule is Clc1ccc2c(c1)C(c1ccccc1)=NCc1nncn1-2. The result is 1 (penetrates BBB).